Dataset: Reaction yield outcomes from USPTO patents with 853,638 reactions. Task: Predict the reaction yield, written as a fraction of the theoretical maximum amount of product (1.0 means a 100% yield; for example, 0.34 means a 34% yield). (1) The reactants are [Br:1][C:2]1[CH:7]=[CH:6][C:5](F)=[CH:4][C:3]=1[Cl:9].[CH2:10]([S-:12])[CH3:11].[Na+]. The catalyst is CS(C)=O. The product is [Br:1][C:2]1[CH:7]=[CH:6][C:5]([S:12][CH2:10][CH3:11])=[CH:4][C:3]=1[Cl:9]. The yield is 0.700. (2) The reactants are [NH2:1][C:2]1[C:3](=[O:15])[NH:4][C:5](=[S:14])[N:6]([CH2:9][CH2:10][CH2:11][CH2:12][CH3:13])[C:7]=1[NH2:8].[F:16][C:17]([F:28])([F:27])[C:18](O[C:18](=O)[C:17]([F:28])([F:27])[F:16])=O. No catalyst specified. The product is [CH2:9]([N:6]1[C:7]2[N:8]=[C:18]([C:17]([F:28])([F:27])[F:16])[NH:1][C:2]=2[C:3](=[O:15])[NH:4][C:5]1=[S:14])[CH2:10][CH2:11][CH2:12][CH3:13]. The yield is 0.559. (3) The reactants are [O:1]=[C:2]1[NH:7][N:6]=[C:5]([N:8]2[CH2:13][CH2:12][CH:11]([C:14]([OH:16])=O)[CH2:10][CH2:9]2)[CH:4]=[CH:3]1.[Cl:17][C:18]1[C:26]2[C:21](=[CH:22][C:23]([S:27]([N:30]3[CH2:35][CH2:34][NH:33][CH2:32][CH2:31]3)(=[O:29])=[O:28])=[CH:24][CH:25]=2)[NH:20][CH:19]=1.C(N(C(C)C)CC)(C)C.F[B-](F)(F)F.N1(OC(N(C)C)=[N+](C)C)C2C=CC=CC=2N=N1. The catalyst is CN(C)C=O. The product is [Cl:17][C:18]1[C:26]2[C:21](=[CH:22][C:23]([S:27]([N:30]3[CH2:35][CH2:34][N:33]([C:14]([CH:11]4[CH2:10][CH2:9][N:8]([C:5]5[CH:4]=[CH:3][C:2](=[O:1])[NH:7][N:6]=5)[CH2:13][CH2:12]4)=[O:16])[CH2:32][CH2:31]3)(=[O:28])=[O:29])=[CH:24][CH:25]=2)[NH:20][CH:19]=1. The yield is 0.520. (4) The reactants are [NH2:1][CH2:2][CH:3]([OH:6])[CH2:4][NH2:5].[C:7](O[C:7]([O:9][C:10]([CH3:13])([CH3:12])[CH3:11])=[O:8])([O:9][C:10]([CH3:13])([CH3:12])[CH3:11])=[O:8]. The catalyst is CO. The product is [C:10]([O:9][C:7](=[O:8])[NH:1][CH2:2][CH:3]([OH:6])[CH2:4][NH:5][C:7]([O:9][C:10]([CH3:13])([CH3:12])[CH3:11])=[O:8])([CH3:13])([CH3:12])[CH3:11]. The yield is 1.00.